Dataset: Forward reaction prediction with 1.9M reactions from USPTO patents (1976-2016). Task: Predict the product of the given reaction. Given the reactants C[O:2][C:3]([C:5]1[CH:6]=[CH:7][C:8]2[N:9]([CH:22]=[N:23][CH:24]=2)[C:10]=1[NH:11][C:12]1[CH:17]=[CH:16][C:15]([CH:18]2[CH2:20][CH2:19]2)=[CH:14][C:13]=1[F:21])=[O:4].[OH-].[Na+], predict the reaction product. The product is: [F:21][C:13]1[CH:14]=[C:15]([CH:18]2[CH2:19][CH2:20]2)[CH:16]=[CH:17][C:12]=1[NH:11][C:10]1[N:9]2[CH:22]=[N:23][CH:24]=[C:8]2[CH:7]=[CH:6][C:5]=1[C:3]([OH:4])=[O:2].